Dataset: Reaction yield outcomes from USPTO patents with 853,638 reactions. Task: Predict the reaction yield, written as a fraction of the theoretical maximum amount of product (1.0 means a 100% yield; for example, 0.34 means a 34% yield). (1) The product is [O:3]([C:10]1[CH:11]=[CH:12][C:13]([CH2:14][OH:15])=[CH:16][CH:17]=1)[C:4]1[CH:5]=[CH:6][CH:7]=[CH:8][CH:9]=1. The catalyst is C(O)C. The reactants are [BH4-].[Na+].[O:3]([C:10]1[CH:17]=[CH:16][C:13]([CH:14]=[O:15])=[CH:12][CH:11]=1)[C:4]1[CH:9]=[CH:8][CH:7]=[CH:6][CH:5]=1.Cl. The yield is 0.962. (2) The reactants are [Cl:1][C:2]1[C:10]([N:11]([CH3:20])[S:12]([C:15]2[S:16][CH:17]=[CH:18][CH:19]=2)(=[O:14])=[O:13])=[C:9]2[C:5]([CH:6]=[C:7]([C:21]([NH2:23])=O)[NH:8]2)=[CH:4][CH:3]=1.COC1C=CC(P2(SP(C3C=CC(OC)=CC=3)(=S)S2)=[S:33])=CC=1. The catalyst is O1CCCC1. The product is [Cl:1][C:2]1[C:10]([N:11]([CH3:20])[S:12]([C:15]2[S:16][CH:17]=[CH:18][CH:19]=2)(=[O:14])=[O:13])=[C:9]2[C:5]([CH:6]=[C:7]([C:21](=[S:33])[NH2:23])[NH:8]2)=[CH:4][CH:3]=1. The yield is 0.840. (3) The reactants are [NH2:1][NH:2][C:3]([C:5]1[CH:6]=[C:7]2[C:11](=[CH:12][CH:13]=1)[NH:10][N:9]=[C:8]2[C:14]1[CH:19]=[CH:18][C:17]([F:20])=[CH:16][CH:15]=1)=O.CC1C=[C:25](C)[NH:24]N=1.C([N:30](CC)CC)C. The catalyst is O.C(O)CCC. The product is [F:20][C:17]1[CH:18]=[CH:19][C:14]([C:8]2[C:7]3[C:11](=[CH:12][CH:13]=[C:5]([C:3]4[NH:30][C:25]([NH2:24])=[N:1][N:2]=4)[CH:6]=3)[NH:10][N:9]=2)=[CH:15][CH:16]=1. The yield is 0.0460. (4) The reactants are [F:1][C:2]1([F:42])[O:6][C:5]2[CH:7]=[CH:8][C:9]([C@H:11]([NH:13][C:14]([N:16]3[C:19](=[O:20])[C@H:18]([CH2:21][C:22]4[CH:27]=[CH:26][N:25]=[C:24]([NH:28][C:29]([O:31][CH2:32][O:33][C:34](=[O:38])[CH:35]([CH3:37])[CH3:36])=[O:30])[CH:23]=4)[C@H:17]3[C:39]([OH:41])=[O:40])=[O:15])[CH3:12])=[CH:10][C:4]=2[O:3]1.[CH2:43](O)[CH3:44].Cl.CN(C)CCCN=C=NCC. The catalyst is C(Cl)Cl.CN(C)C1C=CN=CC=1.C(OCC)(=O)C. The product is [F:42][C:2]1([F:1])[O:6][C:5]2[CH:7]=[CH:8][C:9]([C@H:11]([NH:13][C:14]([N:16]3[C:19](=[O:20])[C@H:18]([CH2:21][C:22]4[CH:27]=[CH:26][N:25]=[C:24]([NH:28][C:29]([O:31][CH2:32][O:33][C:34](=[O:38])[CH:35]([CH3:37])[CH3:36])=[O:30])[CH:23]=4)[C@H:17]3[C:39]([O:41][CH2:43][CH3:44])=[O:40])=[O:15])[CH3:12])=[CH:10][C:4]=2[O:3]1. The yield is 0.600. (5) The reactants are [CH2:1]([CH:8]1[CH2:13][CH2:12][N:11]([CH2:14][CH2:15][CH2:16][N:17]=[N+]=[N-])[CH2:10][CH2:9]1)[C:2]1[CH:7]=[CH:6][CH:5]=[CH:4][CH:3]=1. The product is [CH2:1]([CH:8]1[CH2:9][CH2:10][N:11]([CH2:14][CH2:15][CH2:16][NH2:17])[CH2:12][CH2:13]1)[C:2]1[CH:7]=[CH:6][CH:5]=[CH:4][CH:3]=1. The yield is 0.600. The catalyst is CO.[Pd]. (6) The reactants are [CH3:1][C:2]1[CH:7]=[CH:6][C:5]([N+:8]([O-])=O)=[CH:4][C:3]=1[N:11]1[CH2:20][CH2:19][C:14]2([O:18][CH2:17][CH2:16][O:15]2)[CH2:13][CH2:12]1.C1COCC1. The catalyst is [Pd].CO. The product is [O:15]1[C:14]2([CH2:19][CH2:20][N:11]([C:3]3[CH:4]=[C:5]([NH2:8])[CH:6]=[CH:7][C:2]=3[CH3:1])[CH2:12][CH2:13]2)[O:18][CH2:17][CH2:16]1. The yield is 0.952. (7) The reactants are [F:1][C:2]1[CH:3]=[C:4]([CH:7]=[CH:8][CH:9]=1)[CH:5]=[CH2:6].[CH2:10]([O:12][C:13](=[O:17])[CH:14]=[N+]=[N-])[CH3:11]. The catalyst is C(Cl)Cl.CC([O-])=O.CC([O-])=O.CC([O-])=O.CC([O-])=O.[Rh+2].[Rh+2]. The product is [CH2:10]([O:12][C:13]([C@@H:14]1[CH2:6][C@H:5]1[C:4]1[CH:7]=[CH:8][CH:9]=[C:2]([F:1])[CH:3]=1)=[O:17])[CH3:11]. The yield is 0.590. (8) The reactants are [C:1]([O:5][C:6]([N:8]1[CH2:13][CH2:12][CH2:11][CH2:10][CH:9]1[CH2:14][OH:15])=[O:7])([CH3:4])([CH3:3])[CH3:2].C[N+]1([O-])CCOCC1. The catalyst is C(Cl)Cl.[Ru]([O-])(=O)(=O)=O.C([N+](CCC)(CCC)CCC)CC. The product is [C:1]([O:5][C:6]([N:8]1[CH2:13][CH2:12][CH2:11][CH2:10][CH:9]1[CH:14]=[O:15])=[O:7])([CH3:4])([CH3:3])[CH3:2]. The yield is 0.700. (9) The reactants are [CH2:1]([C:3]1[CH:8]=[CH:7][CH:6]=[C:5]([CH2:9][CH3:10])[C:4]=1Br)[CH3:2].[CH:12]([C:14]1[CH:15]=[C:16](B(O)O)[CH:17]=[CH:18][CH:19]=1)=[O:13].C(=O)([O-])[O-].[Na+].[Na+].O. The catalyst is C(OCC)(=O)C.C1C=CC([P]([Pd]([P](C2C=CC=CC=2)(C2C=CC=CC=2)C2C=CC=CC=2)([P](C2C=CC=CC=2)(C2C=CC=CC=2)C2C=CC=CC=2)[P](C2C=CC=CC=2)(C2C=CC=CC=2)C2C=CC=CC=2)(C2C=CC=CC=2)C2C=CC=CC=2)=CC=1.C1(C)C=CC=CC=1.C(O)C. The product is [CH2:1]([C:3]1[CH:8]=[CH:7][CH:6]=[C:5]([CH2:9][CH3:10])[C:4]=1[C:18]1[CH:17]=[CH:16][CH:15]=[C:14]([CH:12]=[O:13])[CH:19]=1)[CH3:2]. The yield is 0.810. (10) The catalyst is C1COCC1.C1C=CC([P]([Pd]([P](C2C=CC=CC=2)(C2C=CC=CC=2)C2C=CC=CC=2)([P](C2C=CC=CC=2)(C2C=CC=CC=2)C2C=CC=CC=2)[P](C2C=CC=CC=2)(C2C=CC=CC=2)C2C=CC=CC=2)(C2C=CC=CC=2)C2C=CC=CC=2)=CC=1. The yield is 0.100. The product is [Cl:1][C:2]1[NH:10][C:9]2[C:8](=[O:14])[N:7]([CH3:15])[C:6](=[O:16])[N:5]([CH2:24][CH2:25][CH2:26][C:27]([F:30])([F:29])[F:28])[C:4]=2[N:3]=1. The reactants are [Cl:1][C:2]1[N:10](CC=C)[C:9]2[C:8](=[O:14])[N:7]([CH3:15])[C:6](=[O:16])[NH:5][C:4]=2[N:3]=1.C(=O)([O-])[O-].[Cs+].[Cs+].Br[CH2:24][CH2:25][CH2:26][C:27]([F:30])([F:29])[F:28].N1CCOCC1.Cl.